From a dataset of CYP2D6 inhibition data for predicting drug metabolism from PubChem BioAssay. Regression/Classification. Given a drug SMILES string, predict its absorption, distribution, metabolism, or excretion properties. Task type varies by dataset: regression for continuous measurements (e.g., permeability, clearance, half-life) or binary classification for categorical outcomes (e.g., BBB penetration, CYP inhibition). Dataset: cyp2d6_veith. (1) The compound is CCS(=O)(=O)N1CCC(C(=O)NCCCN2CCCC2)CC1. The result is 0 (non-inhibitor). (2) The molecule is COC(=O)N1CCC[C@@]2(CCN(C(=O)NC(C)C)C2)C1. The result is 1 (inhibitor).